From a dataset of Full USPTO retrosynthesis dataset with 1.9M reactions from patents (1976-2016). Predict the reactants needed to synthesize the given product. (1) Given the product [CH2:1]([O:48][CH:49]1[C@@H:53]2[CH:54]=[N:55][C:56]3[CH:63]=[CH:62][C:61]([O:64][CH3:65])=[CH:60][C:57]=3[C:58](=[O:59])[N:52]2[CH:51]=[C:50]1[C:82]1[CH:91]=[CH:90][C:89]2[C:84](=[CH:85][CH:86]=[CH:87][CH:88]=2)[CH:83]=1)[CH2:2][CH2:3][O:4][CH:5]1[C@@H:9]2[CH:10]=[N:11][C:12]3[CH:19]=[CH:18][C:17]([O:20][CH3:21])=[CH:16][C:13]=3[C:14](=[O:15])[N:8]2[CH:7]=[C:6]1[C:38]1[CH:47]=[CH:46][C:45]2[C:40](=[CH:41][CH:42]=[CH:43][CH:44]=2)[CH:39]=1, predict the reactants needed to synthesize it. The reactants are: [CH2:1]([O:48][CH:49]1[C@H:53]2[C@H:54](O[Si](C(C)(C)C)(C)C)[N:55](C(OCC(Cl)(Cl)Cl)=O)[C:56]3[CH:63]=[CH:62][C:61]([O:64][CH3:65])=[CH:60][C:57]=3[C:58](=[O:59])[N:52]2[CH:51]=[C:50]1[C:82]1[CH:91]=[CH:90][C:89]2[C:84](=[CH:85][CH:86]=[CH:87][CH:88]=2)[CH:83]=1)[CH2:2][CH2:3][O:4][CH:5]1[C@H:9]2[C@H:10](O[Si](C(C)(C)C)(C)C)[N:11](C(OCC(Cl)(Cl)Cl)=O)[C:12]3[CH:19]=[CH:18][C:17]([O:20][CH3:21])=[CH:16][C:13]=3[C:14](=[O:15])[N:8]2[CH:7]=[C:6]1[C:38]1[CH:47]=[CH:46][C:45]2[C:40](=[CH:41][CH:42]=[CH:43][CH:44]=2)[CH:39]=1. (2) The reactants are: O[C:2]1[C:11]2[C:6](=[CH:7][CH:8]=[CH:9][CH:10]=2)[C:5]2[O:12][C:13]3[CH:18]=[CH:17][C:16]([Cl:19])=[CH:15][C:14]=3[C:4]=2[N:3]=1.[Cl:20]C1C=C2C(C3OC4C=CC=CC=4C=3N=C2O)=CC=1. Given the product [Cl:20][C:2]1[C:11]2[C:6](=[CH:7][CH:8]=[CH:9][CH:10]=2)[C:5]2[O:12][C:13]3[CH:18]=[CH:17][C:16]([Cl:19])=[CH:15][C:14]=3[C:4]=2[N:3]=1, predict the reactants needed to synthesize it.